This data is from Catalyst prediction with 721,799 reactions and 888 catalyst types from USPTO. The task is: Predict which catalyst facilitates the given reaction. (1) Reactant: [CH:1]([CH:3]=O)=O.[NH2:5][CH2:6][CH2:7][NH:8][CH2:9][CH2:10][CH2:11][NH:12][CH2:13][CH2:14][NH2:15]. Product: [NH:15]1[C:1]2=[C:3]3[N:8]([CH2:7][CH2:6][NH:5]2)[CH2:9][CH2:10][CH2:11][N:12]3[CH2:13][CH2:14]1. The catalyst class is: 6. (2) Reactant: [C:1]([CH:3]1[CH2:8][CH2:7][N:6]([C:9]([O:11][C:12]([CH3:15])([CH3:14])[CH3:13])=[O:10])[CH2:5][CH2:4]1)#[N:2].[NH2:16][OH:17]. Product: [OH:17]/[N:16]=[C:1](/[CH:3]1[CH2:8][CH2:7][N:6]([C:9]([O:11][C:12]([CH3:15])([CH3:14])[CH3:13])=[O:10])[CH2:5][CH2:4]1)\[NH2:2]. The catalyst class is: 8.